This data is from Drug-target binding data from BindingDB using IC50 measurements. The task is: Regression. Given a target protein amino acid sequence and a drug SMILES string, predict the binding affinity score between them. We predict pIC50 (pIC50 = -log10(IC50 in M); higher means more potent). Dataset: bindingdb_ic50. (1) The drug is c1ccc2cc(COC3CCNCC3)ccc2c1. The target protein sequence is MDKLDANVSSEEGFGSVEKVVLLTFLSTVILMAILGNLLVMVAVCWDRQLRKIKTNYFIVSLAFADLLVSVLVMPFGAIELVQDIWIYGEVFCLVRTSLDVLLTTASIFHLCCISLDRYYAICCQPLVYRNKMTPLRIALMLGGCWVIPTFISFLPIMQGWNNIGIIDLIEKRKFNQNSNSTYCVFMVNKPYAITCSVVAFYIPFLLMVLAYYRIYVTAKEHAHQIQMLQRAGASSESRPQSADQHSTHRMRTETKAAKTLCIIMGCFCLCWAPFFVTNIVDPFIDYTVPGQVWTAFLWLGYINSGLNPFLYAFLNKSFRRAFLIILCCDDERYRRPSILGQTVPCSTTTINGSTHVLSGCSPVSSFLLLFCNRPVPV. The pIC50 is 5.3. (2) The compound is CCC(CC)[C@H](NC(C)=O)[C@@H]1[C@H](O)[C@@H](C(=O)O)C[C@H]1N. The target protein (Q9IGQ6) has sequence MNPNQKIITIGSICMVVGIISLILQIGNIISIWVSHSIQTGNQNHPETCNQSIITYENNTWVNQTYVNISNTNVVAGQDATSVILTGNSSLCPISGWAIYSKDNGIRIGSKGDVFVIREPFISCSHLECRTFFLTQGALLNDKHSNGTVKDRSPYRTLMSCPVGEAPSPYNSRFESVAWSASACHDGMGWLTIGISGPDNGAVAVLKYNGIITDTIKSWRNNILRTQESECACVNGSCFTIMTDGPSNGQASYKILKIEKGKVTKSIELNAPNYHYEECSCYPDTGKVMCVCRDNWHGSNRPWVSFDQNLDYQIGYICSGVFGDNPRPNDGTGSCGPVSSNGANGIKGFSFRYDNGVWIGRTKSTSSRSGFEMIWDPNGWTETDSSFSVRQDIVAITDWSGYSGSFVQHPELTGLDCMRPCFWVELIRGQPKENTIWTSGSSISFCGVNSDTVGWSWPDGAELPFSIDK. The pIC50 is 7.8. (3) The target protein (Q15743) has sequence MGNITADNSSMSCTIDHTIHQTLAPVVYVTVLVVGFPANCLSLYFGYLQIKARNELGVYLCNLTVADLFYICSLPFWLQYVLQHDNWSHGDLSCQVCGILLYENIYISVGFLCCISVDRYLAVAHPFRFHQFRTLKAAVGVSVVIWAKELLTSIYFLMHEEVIEDENQHRVCFEHYPIQAWQRAINYYRFLVGFLFPICLLLASYQGILRAVRRSHGTQKSRKDQIQRLVLSTVVIFLACFLPYHVLLLVRSVWEASCDFAKGVFNAYHFSLLLTSFNCVADPVLYCFVSETTHRDLARLRGACLAFLTCSRTGRAREAYPLGAPEASGKSGAQGEEPELLTKLHPAFQTPNSPGSGGFPTGRLA. The compound is CCc1nc2c(C)cc(C)nc2n1Cc1ccc2c(c1)CCc1cc(CN3CCCCC3)ccc1N2. The pIC50 is 5.0.